From a dataset of Forward reaction prediction with 1.9M reactions from USPTO patents (1976-2016). Predict the product of the given reaction. Given the reactants Cl[C:2]1[C:11]2[C:6](=[CH:7][C:8]3[CH:15]=[C:14]([O:16][CH2:17][CH2:18][Cl:19])[C:13]([O:20][CH3:21])=[CH:12][C:9]=3[CH:10]=2)[N:5]=[CH:4][C:3]=1[C:22]#[N:23].ClC1C2C(=CC3C=C(OC)C(OCCCl)=CC=3C=2)N=CC=1C#N.Cl.N1C=CC=CC=1.[Cl:54][C:55]1[CH:61]=[C:60]([Cl:62])[C:59]([O:63][CH3:64])=[CH:58][C:56]=1[NH2:57].C(OCCO)C, predict the reaction product. The product is: [Cl:54][C:55]1[CH:61]=[C:60]([Cl:62])[C:59]([O:63][CH3:64])=[CH:58][C:56]=1[NH:57][C:2]1[C:11]2[C:6](=[CH:7][C:8]3[CH:15]=[C:14]([O:16][CH2:17][CH2:18][Cl:19])[C:13]([O:20][CH3:21])=[CH:12][C:9]=3[CH:10]=2)[N:5]=[CH:4][C:3]=1[C:22]#[N:23].